This data is from Full USPTO retrosynthesis dataset with 1.9M reactions from patents (1976-2016). The task is: Predict the reactants needed to synthesize the given product. (1) Given the product [O-:25][N+:14]1[C:15]2[CH:24]=[C:23]3[C:19](=[CH:18][C:16]=2[N+:17]([O-:28])=[C:12]([NH:11][CH2:10][CH2:9][N:8]([CH2:7][CH2:6][CH2:5][O:4][CH3:3])[CH3:26])[N:13]=1)[CH2:20][CH2:21][CH2:22]3, predict the reactants needed to synthesize it. The reactants are: OO.[CH3:3][O:4][CH2:5][CH2:6][CH2:7][N:8]([CH3:26])[CH2:9][CH2:10][NH:11][C:12]1[N:13]=[N+:14]([O-:25])[C:15]2[CH:24]=[C:23]3[C:19]([CH2:20][CH2:21][CH2:22]3)=[CH:18][C:16]=2[N:17]=1.C(O)(C(F)(F)F)=[O:28]. (2) Given the product [CH3:40][O:39][C:31]1[CH:32]=[C:33]2[C:38](=[C:29]([C:3]3[CH:8]=[CH:7][C:6]([C:9]4[N:10]([C:20]5[CH:21]=[N:22][CH:23]=[CH:24][CH:25]=5)[CH:11]=[C:12]([C:14]5[CH:19]=[CH:18][CH:17]=[CH:16][N:15]=5)[N:13]=4)=[CH:5][CH:4]=3)[CH:30]=1)[N:37]=[CH:36][CH:35]=[CH:34]2, predict the reactants needed to synthesize it. The reactants are: C[Sn](C)(C)[C:3]1[CH:8]=[CH:7][C:6]([C:9]2[N:10]([C:20]3[CH:21]=[N:22][CH:23]=[CH:24][CH:25]=3)[CH:11]=[C:12]([C:14]3[CH:19]=[CH:18][CH:17]=[CH:16][N:15]=3)[N:13]=2)=[CH:5][CH:4]=1.Br[C:29]1[CH:30]=[C:31]([O:39][CH3:40])[CH:32]=[C:33]2[C:38]=1[N:37]=[CH:36][CH:35]=[CH:34]2. (3) Given the product [C:1]([O:5][NH:6][C:7](=[O:19])[CH2:8][CH2:9][CH2:10][CH2:11][CH2:12][CH2:13][NH:14][C:15]([C:16]1[N:24]=[N:23][N:22]([CH2:25][C:26]([O:28][CH2:29][C:30]2[CH:35]=[CH:34][CH:33]=[CH:32][CH:31]=2)=[O:27])[CH:17]=1)=[O:18])([CH3:4])([CH3:2])[CH3:3], predict the reactants needed to synthesize it. The reactants are: [C:1]([O:5][NH:6][C:7](=[O:19])[CH2:8][CH2:9][CH2:10][CH2:11][CH2:12][CH2:13][NH:14][C:15](=[O:18])[C:16]#[CH:17])([CH3:4])([CH3:3])[CH3:2].[F-].[K+].[N:22]([CH2:25][C:26]([O:28][CH2:29][C:30]1[CH:35]=[CH:34][CH:33]=[CH:32][CH:31]=1)=[O:27])=[N+:23]=[N-:24].[Na].O=C1O[C@H]([C@H](CO)O)C(O)=C1O. (4) Given the product [C:12]1([C:11]2[S:10][CH:9]=[CH:8][C:7]=2[C:1]2[CH:6]=[CH:5][CH:4]=[CH:3][CH:2]=2)[CH:13]=[CH:14][CH:15]=[CH:16][CH:17]=1, predict the reactants needed to synthesize it. The reactants are: [C:1]1([C:7]2[CH:8]=[C:9](C(O)=O)[S:10][C:11]=2[C:12]2[CH:17]=[CH:16][CH:15]=[CH:14][CH:13]=2)[CH:6]=[CH:5][CH:4]=[CH:3][CH:2]=1.C(=O)=O. (5) The reactants are: [I:1][C:2]1[CH:7]=[CH:6][CH:5]=[CH:4][C:3]=1[OH:8].C(=O)([O-])[O-].[Cs+].[Cs+].Br[CH2:16][C:17]([O:19][CH2:20][CH3:21])=[O:18]. Given the product [CH2:20]([O:19][C:17](=[O:18])[CH2:16][O:8][C:3]1[CH:4]=[CH:5][CH:6]=[CH:7][C:2]=1[I:1])[CH3:21], predict the reactants needed to synthesize it. (6) Given the product [N:35]([CH2:17][CH2:16][O:15][C:13]1[CH:12]=[CH:11][CH:10]=[C:9]2[C:14]=1[NH:6][N:7]=[C:8]2[S:19]([C:22]1[C:31]2[C:26](=[CH:27][CH:28]=[CH:29][CH:30]=2)[CH:25]=[CH:24][CH:23]=1)(=[O:20])=[O:21])=[N+:36]=[N-:37], predict the reactants needed to synthesize it. The reactants are: ClC1C=C(C=CC=1)C[N:6]1[C:14]2[C:9](=[CH:10][CH:11]=[CH:12][C:13]=2[O:15][CH2:16][CH2:17]Cl)[C:8]([S:19]([C:22]2[C:31]3[C:26](=[CH:27][CH:28]=[CH:29][CH:30]=3)[CH:25]=[CH:24][CH:23]=2)(=[O:21])=[O:20])=[N:7]1.[N-:35]=[N+:36]=[N-:37].[Na+]. (7) Given the product [CH3:1][C:2]1[CH:7]=[C:6]([C:8]2[S:12][N:11]=[C:10]([C:13]([F:16])([F:15])[F:14])[N:9]=2)[CH:5]=[CH:4][C:3]=1[O:17][CH2:19][CH2:20][CH2:21][O:22][C:23]1[CH:24]=[C:25]2[C:29](=[CH:30][CH:31]=1)[C@H:28]([C@H:32]([CH3:37])[C:33]([O:35][CH3:36])=[O:34])[CH2:27][CH2:26]2, predict the reactants needed to synthesize it. The reactants are: [CH3:1][C:2]1[CH:7]=[C:6]([C:8]2[S:12][N:11]=[C:10]([C:13]([F:16])([F:15])[F:14])[N:9]=2)[CH:5]=[CH:4][C:3]=1[OH:17].Br[CH2:19][CH2:20][CH2:21][O:22][C:23]1[CH:24]=[C:25]2[C:29](=[CH:30][CH:31]=1)[C@H:28]([C@H:32]([CH3:37])[C:33]([O:35][CH3:36])=[O:34])[CH2:27][CH2:26]2.C([O-])([O-])=O.[Cs+].[Cs+]. (8) The reactants are: Cl.[F:2][C:3]([F:7])([F:6])[CH2:4][NH2:5].C([O-])(=O)C.[Na+].[CH3:13][O:14][C:15](=[O:37])[CH2:16][C:17]1[CH:18]=[C:19]([C:25]2[CH:30]=[CH:29][C:28]([C:31]([F:34])([F:33])[F:32])=[CH:27][C:26]=2[CH:35]=O)[C:20]([O:23][CH3:24])=[CH:21][CH:22]=1.C([BH3-])#N.[Na+]. Given the product [CH3:13][O:14][C:15](=[O:37])[CH2:16][C:17]1[CH:18]=[C:19]([C:25]2[CH:30]=[CH:29][C:28]([C:31]([F:33])([F:34])[F:32])=[CH:27][C:26]=2[CH2:35][NH:5][CH2:4][C:3]([F:7])([F:6])[F:2])[C:20]([O:23][CH3:24])=[CH:21][CH:22]=1, predict the reactants needed to synthesize it.